The task is: Predict which catalyst facilitates the given reaction.. This data is from Catalyst prediction with 721,799 reactions and 888 catalyst types from USPTO. (1) Reactant: C(OC(=O)[NH:7][CH2:8][CH:9]([NH:16][C:17](=[O:41])[C:18]1[CH:23]=[CH:22][C:21]([Cl:24])=[C:20]([NH:25][C:26]([C:28]2[C:39](=[O:40])[NH:38][C:31]3[N:32]=[C:33]([O:36][CH3:37])[N:34]=[CH:35][C:30]=3[CH:29]=2)=[O:27])[CH:19]=1)[C:10]1[CH:15]=[CH:14][CH:13]=[CH:12][CH:11]=1)(C)(C)C.FC(F)(F)C(O)=O. Product: [NH2:7][CH2:8][CH:9]([NH:16][C:17]([C:18]1[CH:23]=[CH:22][C:21]([Cl:24])=[C:20]([NH:25][C:26]([C:28]2[C:39](=[O:40])[NH:38][C:31]3[N:32]=[C:33]([O:36][CH3:37])[N:34]=[CH:35][C:30]=3[CH:29]=2)=[O:27])[CH:19]=1)=[O:41])[C:10]1[CH:11]=[CH:12][CH:13]=[CH:14][CH:15]=1. The catalyst class is: 4. (2) Reactant: Cl.C(OC([N:9]1[CH2:14][CH2:13][N:12]([C:15]2[CH:16]=[N:17][C:18]([NH:21][C:22]3[N:23]=[CH:24][C:25]4[CH:31]=[CH:30][C:29](=[O:32])[N:28]([CH:33]5[CH2:35][CH2:34]5)[C:26]=4[N:27]=3)=[CH:19][CH:20]=2)[CH2:11][CH2:10]1)=O)(C)(C)C. Product: [CH:33]1([N:28]2[C:26]3[N:27]=[C:22]([NH:21][C:18]4[CH:19]=[CH:20][C:15]([N:12]5[CH2:11][CH2:10][NH:9][CH2:14][CH2:13]5)=[CH:16][N:17]=4)[N:23]=[CH:24][C:25]=3[CH:31]=[CH:30][C:29]2=[O:32])[CH2:34][CH2:35]1. The catalyst class is: 2.